This data is from Reaction yield outcomes from USPTO patents with 853,638 reactions. The task is: Predict the reaction yield, written as a fraction of the theoretical maximum amount of product (1.0 means a 100% yield; for example, 0.34 means a 34% yield). (1) The reactants are [F:1][C:2]1[CH:3]=[CH:4][CH:5]=[C:6]2[C:10]=1[N:9]([CH2:11][CH2:12][O:13][C:14]([F:17])([F:16])[F:15])[CH:8]=[C:7]2[C:18]([OH:20])=O.Cl.[F:22][C:23]([F:42])([F:41])[C:24]([NH:26][CH2:27][C:28]1[CH:33]=[CH:32][C:31]([F:34])=[C:30]([CH:35]2[CH2:40][CH2:39][NH:38][CH2:37][CH2:36]2)[CH:29]=1)=[O:25].CCN=C=NCCCN(C)C.CCN(CC)CC. The catalyst is C(Cl)Cl.CCOC(C)=O. The product is [F:41][C:23]([F:22])([F:42])[C:24]([NH:26][CH2:27][C:28]1[CH:33]=[CH:32][C:31]([F:34])=[C:30]([CH:35]2[CH2:40][CH2:39][N:38]([C:18]([C:7]3[C:6]4[C:10](=[C:2]([F:1])[CH:3]=[CH:4][CH:5]=4)[N:9]([CH2:11][CH2:12][O:13][C:14]([F:15])([F:16])[F:17])[CH:8]=3)=[O:20])[CH2:37][CH2:36]2)[CH:29]=1)=[O:25]. The yield is 0.590. (2) The reactants are [Cl:1][C:2]1[C:3]([C:19]2[S:23][C:22]3[CH:24]=[C:25](S[Si](C(C)C)(C(C)C)C(C)C)[CH:26]=[CH:27][C:21]=3[CH:20]=2)=[N:4][C:5]([NH:8][CH2:9][CH2:10][CH2:11][N:12]2[CH2:17][CH2:16][N:15]([CH3:18])[CH2:14][CH2:13]2)=[N:6][CH:7]=1.[N+]([O-])([O-])=O.[K+].[S:44](Cl)(Cl)(=[O:46])=[O:45].[OH-].[NH4+:50]. The catalyst is C(#N)C.O. The product is [Cl:1][C:2]1[C:3]([C:19]2[S:23][C:22]3[CH:24]=[C:25]([S:44]([NH2:50])(=[O:46])=[O:45])[CH:26]=[CH:27][C:21]=3[CH:20]=2)=[N:4][C:5]([NH:8][CH2:9][CH2:10][CH2:11][N:12]2[CH2:17][CH2:16][N:15]([CH3:18])[CH2:14][CH2:13]2)=[N:6][CH:7]=1. The yield is 0.0700. (3) The product is [NH2:17][C:11]1[C:10]2[C:14](=[CH:15][CH:16]=[C:8]([F:7])[C:9]=2[O:18][CH3:19])[N:13]([CH2:21][C:22]2[CH:23]=[C:24]([CH:27]=[CH:28][CH:29]=2)[C:25]#[N:26])[N:12]=1. The yield is 0.480. The reactants are [OH-].[K+].CS(C)=O.[F:7][C:8]1[C:9]([O:18][CH3:19])=[C:10]2[C:14](=[CH:15][CH:16]=1)[NH:13][N:12]=[C:11]2[NH2:17].Cl[CH2:21][C:22]1[CH:23]=[C:24]([CH:27]=[CH:28][CH:29]=1)[C:25]#[N:26]. The catalyst is O. (4) The reactants are I[C:2]1[N:3]=[CH:4][N:5]([C:7]2[N:12]=[C:11]([CH3:13])[CH:10]=[C:9]([C:14]3[CH:19]=[CH:18][C:17]([C:20]([F:23])([F:22])[F:21])=[CH:16][CH:15]=3)[N:8]=2)[CH:6]=1.[Cl-].[Li+].C([Mg]Cl)(C)C.[CH2:31]([Sn:35](Cl)([CH2:40][CH2:41][CH2:42][CH3:43])[CH2:36][CH2:37][CH2:38][CH3:39])[CH2:32][CH2:33][CH3:34].[Cl-].[NH4+]. The catalyst is C1COCC1. The product is [CH3:13][C:11]1[CH:10]=[C:9]([C:14]2[CH:19]=[CH:18][C:17]([C:20]([F:23])([F:22])[F:21])=[CH:16][CH:15]=2)[N:8]=[C:7]([N:5]2[CH:6]=[C:2]([Sn:35]([CH2:36][CH2:37][CH2:38][CH3:39])([CH2:40][CH2:41][CH2:42][CH3:43])[CH2:31][CH2:32][CH2:33][CH3:34])[N:3]=[CH:4]2)[N:12]=1. The yield is 0.930. (5) The reactants are [NH2:1][C:2]1[CH:3]=[C:4]([NH:8][C:9](=[O:18])[O:10][CH2:11][C:12]2[CH:17]=[CH:16][CH:15]=[CH:14][CH:13]=2)[CH:5]=[N:6][CH:7]=1.F[B-](F)(F)F.F[B-](F)(F)F.CN([CH:32]=[C:33]([CH2:38][NH+](C)C)[CH2:34][NH+](C)C)C.C([OH:46])CCC. No catalyst specified. The product is [CH:34]([C:33]1[CH:38]=[C:7]2[C:2]([CH:3]=[C:4]([NH:8][C:9](=[O:18])[O:10][CH2:11][C:12]3[CH:13]=[CH:14][CH:15]=[CH:16][CH:17]=3)[CH:5]=[N:6]2)=[N:1][CH:32]=1)=[O:46]. The yield is 0.240. (6) The yield is 0.477. The reactants are Br[C:2]1[S:6][C:5]([C:7]([O:9][CH2:10][CH3:11])=[O:8])=[CH:4][CH:3]=1.[CH3:12][N:13]1[CH2:18][CH2:17][NH:16][CH2:15][CH:14]1[CH3:19].C1(P(C2C=CC=CC=2)C2C=CC3C(=CC=CC=3)C=2C2C3C(=CC=CC=3)C=CC=2P(C2C=CC=CC=2)C2C=CC=CC=2)C=CC=CC=1.C(=O)([O-])[O-].[Cs+].[Cs+]. The product is [CH3:19][CH:14]1[N:13]([CH3:12])[CH2:18][CH2:17][N:16]([C:2]2[S:6][C:5]([C:7]([O:9][CH2:10][CH3:11])=[O:8])=[CH:4][CH:3]=2)[CH2:15]1. The catalyst is C1(C)C=CC=CC=1.C([O-])(=O)C.[Pd+2].C([O-])(=O)C. (7) The reactants are [OH:1][CH2:2][CH:3]1[CH2:8][CH2:7][N:6]([C:9]([O:11][C:12]([CH3:15])([CH3:14])[CH3:13])=[O:10])[CH2:5][CH2:4]1.C(N(CC)CC)C.[CH3:23][S:24](Cl)(=[O:26])=[O:25].O. The catalyst is O1CCCC1. The product is [CH3:23][S:24]([O:1][CH2:2][CH:3]1[CH2:8][CH2:7][N:6]([C:9]([O:11][C:12]([CH3:15])([CH3:14])[CH3:13])=[O:10])[CH2:5][CH2:4]1)(=[O:26])=[O:25]. The yield is 0.960. (8) The reactants are OOS([O-])=O.[K+].C1(S[C:14]2([O:17][C:18]3[CH:23]=[CH:22][C:21]([O:24][C:25]([F:28])([F:27])[F:26])=[CH:20][C:19]=3[C@H:29]3[CH2:33][O:32][C@:31]4([CH2:39][CH2:38][C@@H:37]5[NH:40][C@@:34]4([C:50]4[CH:55]=[CH:54][CH:53]=[CH:52][CH:51]=4)[CH2:35][C@H:36]5S(C4C=CC=CC=4)(=O)=O)[CH2:30]3)[CH2:16][CH2:15]2)C=CC=CC=1.[O-2].[Al+3].[O-2].[O-2].[Al+3].P([O-])([O-])(O)=O.[Na+].[Na+]. The catalyst is [Na].[Hg].CO.C(Cl)(Cl)Cl. The product is [CH:14]1([O:17][C:18]2[CH:23]=[CH:22][C:21]([O:24][C:25]([F:26])([F:27])[F:28])=[CH:20][C:19]=2[C@H:29]2[CH2:33][O:32][C@:31]3([CH2:39][CH2:38][C@H:37]4[NH:40][C@@:34]3([C:50]3[CH:51]=[CH:52][CH:53]=[CH:54][CH:55]=3)[CH2:35][CH2:36]4)[CH2:30]2)[CH2:16][CH2:15]1. The yield is 0.600.